Task: Predict the reaction yield, written as a fraction of the theoretical maximum amount of product (1.0 means a 100% yield; for example, 0.34 means a 34% yield).. Dataset: Reaction yield outcomes from USPTO patents with 853,638 reactions (1) The reactants are [CH3:1][C:2]1([CH3:15])[CH2:14][C:5]2[C:6]3[CH2:11][CH2:10][NH:9][C:8](=[O:12])[C:7]=3[S:13][C:4]=2[CH2:3]1.[C:16]([O:19][CH2:20][C:21]1[C:26]([Br:27])=[CH:25][C:24]([F:28])=[CH:23][C:22]=1Br)(=[O:18])[CH3:17].CC1(C)C2C(=C(P(C3C=CC=CC=3)C3C=CC=CC=3)C=CC=2)OC2C(P(C3C=CC=CC=3)C3C=CC=CC=3)=CC=CC1=2.C([O-])([O-])=O.[Cs+].[Cs+]. The catalyst is O1CCOCC1.C1C=CC(/C=C/C(/C=C/C2C=CC=CC=2)=O)=CC=1.C1C=CC(/C=C/C(/C=C/C2C=CC=CC=2)=O)=CC=1.C1C=CC(/C=C/C(/C=C/C2C=CC=CC=2)=O)=CC=1.[Pd].[Pd]. The product is [C:16]([O:19][CH2:20][C:21]1[C:22]([N:9]2[CH2:10][CH2:11][C:6]3[C:5]4[CH2:14][C:2]([CH3:15])([CH3:1])[CH2:3][C:4]=4[S:13][C:7]=3[C:8]2=[O:12])=[CH:23][C:24]([F:28])=[CH:25][C:26]=1[Br:27])(=[O:18])[CH3:17]. The yield is 0.710. (2) The reactants are [CH3:1][C:2]1[O:6][N:5]=[C:4]([C:7]2[CH:12]=[CH:11][CH:10]=[CH:9][CH:8]=2)[C:3]=1[CH2:13][O:14][C:15]1[CH:23]=[CH:22][C:18]([C:19]([OH:21])=O)=[CH:17][N:16]=1.[NH:24]1[CH2:29][CH2:28][O:27][CH2:26][CH2:25]1. No catalyst specified. The product is [CH3:1][C:2]1[O:6][N:5]=[C:4]([C:7]2[CH:8]=[CH:9][CH:10]=[CH:11][CH:12]=2)[C:3]=1[CH2:13][O:14][C:15]1[N:16]=[CH:17][C:18]([C:19]([N:24]2[CH2:29][CH2:28][O:27][CH2:26][CH2:25]2)=[O:21])=[CH:22][CH:23]=1. The yield is 0.670. (3) The reactants are [H-].[Na+].[SH:3][C:4]1[CH:5]=[C:6]([CH:10]=[CH:11][CH:12]=1)[C:7]([OH:9])=[O:8].Cl[C:14]1[CH:15]=[C:16]([CH:19]=[CH:20][N:21]=1)[C:17]#[N:18].Cl. The catalyst is CN(C)C=O. The product is [C:17]([C:16]1[CH:19]=[CH:20][N:21]=[C:14]([S:3][C:4]2[CH:5]=[C:6]([CH:10]=[CH:11][CH:12]=2)[C:7]([OH:9])=[O:8])[CH:15]=1)#[N:18]. The yield is 0.500. (4) The reactants are [N:1]1([C:7]([NH:9][C@@H:10]([CH2:14][S:15]([CH2:18][C:19]2[CH:24]=[CH:23][CH:22]=[CH:21][CH:20]=2)(=[O:17])=[O:16])[C:11]([OH:13])=O)=[O:8])[CH2:6][CH2:5][O:4][CH2:3][CH2:2]1.[F:25][C:26]([F:40])([F:39])[O:27][C:28]1[CH:33]=[CH:32][C:31]([NH:34][CH2:35][C@@H:36]([NH2:38])[CH3:37])=[CH:30][CH:29]=1.C(Cl)CCl.C1C=CC2N(O)N=NC=2C=1.CN1CCOCC1. The catalyst is C(Cl)Cl. The product is [CH3:37][C@H:36]([NH:38][C:11]([C@@H:10]([NH:9][C:7]([N:1]1[CH2:6][CH2:5][O:4][CH2:3][CH2:2]1)=[O:8])[CH2:14][S:15]([CH2:18][C:19]1[CH:24]=[CH:23][CH:22]=[CH:21][CH:20]=1)(=[O:17])=[O:16])=[O:13])[CH2:35][NH:34][C:31]1[CH:30]=[CH:29][C:28]([O:27][C:26]([F:25])([F:39])[F:40])=[CH:33][CH:32]=1. The yield is 0.310. (5) The catalyst is C(O)C.[Pd]. The reactants are [Si:1]([O:8][CH2:9][CH2:10][N:11]([CH3:27])[CH:12]1[CH2:17][CH2:16][N:15]([C:18]2[CH:23]=[CH:22][C:21]([N+:24]([O-])=O)=[CH:20][CH:19]=2)[CH2:14][CH2:13]1)([C:4]([CH3:7])([CH3:6])[CH3:5])([CH3:3])[CH3:2]. The yield is 0.810. The product is [NH2:24][C:21]1[CH:20]=[CH:19][C:18]([N:15]2[CH2:16][CH2:17][CH:12]([N:11]([CH2:10][CH2:9][O:8][Si:1]([C:4]([CH3:7])([CH3:6])[CH3:5])([CH3:3])[CH3:2])[CH3:27])[CH2:13][CH2:14]2)=[CH:23][CH:22]=1.